From a dataset of Forward reaction prediction with 1.9M reactions from USPTO patents (1976-2016). Predict the product of the given reaction. (1) Given the reactants [CH:1]1[C:11]2[C:10]3[CH:12]=[CH:13][CH:14]=[CH:15][C:9]=3[CH2:8][C:7](=[O:16])[NH:6][C:5]=2[CH:4]=[CH:3][CH:2]=1.[H-].[Na+].[CH:19]1([CH2:22]Br)[CH2:21][CH2:20]1.S([O-])([O-])(=O)=O.[Na+].[Na+], predict the reaction product. The product is: [CH:19]1([CH2:22][N:6]2[C:7](=[O:16])[CH2:8][C:9]3[CH:15]=[CH:14][CH:13]=[CH:12][C:10]=3[C:11]3[CH:1]=[CH:2][CH:3]=[CH:4][C:5]2=3)[CH2:21][CH2:20]1. (2) Given the reactants [CH3:1][C:2]([N+:12]([O-:14])=[O:13])([CH3:11])[CH2:3][C:4]1[CH:9]=[CH:8][C:7]([OH:10])=[CH:6][CH:5]=1.[CH2:15]([O:17][C:18](=[O:21])[CH2:19]Br)[CH3:16].C(=O)([O-])[O-].[K+].[K+], predict the reaction product. The product is: [CH2:15]([O:17][C:18](=[O:21])[CH2:19][O:10][C:7]1[CH:8]=[CH:9][C:4]([CH2:3][C:2]([CH3:1])([N+:12]([O-:14])=[O:13])[CH3:11])=[CH:5][CH:6]=1)[CH3:16]. (3) The product is: [CH2:7]([N:14]1[CH2:43][CH2:42][C:17]2[N:18]=[C:19]([C:52]3[CH:51]=[CH:50][CH:49]=[C:48]4[C:53]=3[C:45]([CH3:44])=[CH:46][N:47]4[S:63]([C:66]3[CH:72]=[CH:71][C:69]([CH3:70])=[CH:68][CH:67]=3)(=[O:65])=[O:64])[N:20]=[C:21]([N:22]3[CH2:27][CH2:26][N:25]([S:28]([C:31]4[CH:36]=[CH:35][CH:34]=[CH:33][C:32]=4[N+:37]([O-:39])=[O:38])(=[O:30])=[O:29])[C@H:24]([CH3:40])[CH2:23]3)[C:16]=2[CH2:15]1)[C:8]1[CH:13]=[CH:12][CH:11]=[CH:10][CH:9]=1. Given the reactants COCCOC.[CH2:7]([N:14]1[CH2:43][CH2:42][C:17]2[N:18]=[C:19](Cl)[N:20]=[C:21]([N:22]3[CH2:27][CH2:26][N:25]([S:28]([C:31]4[CH:36]=[CH:35][CH:34]=[CH:33][C:32]=4[N+:37]([O-:39])=[O:38])(=[O:30])=[O:29])[C@H:24]([CH3:40])[CH2:23]3)[C:16]=2[CH2:15]1)[C:8]1[CH:13]=[CH:12][CH:11]=[CH:10][CH:9]=1.[CH3:44][C:45]1[C:53]2[C:48](=[CH:49][CH:50]=[CH:51][C:52]=2B2OC(C)(C)C(C)(C)O2)[N:47]([S:63]([C:66]2[CH:72]=[CH:71][C:69]([CH3:70])=[CH:68][CH:67]=2)(=[O:65])=[O:64])[CH:46]=1.C([O-])([O-])=O.[Na+].[Na+], predict the reaction product. (4) Given the reactants [C:1]([O:5][C:6]([N:8]1[C@H:12]([C:13](=[O:45])[NH:14][C@:15]2([C:20]([NH:22][S:23]([C:26]3[CH:31]=[CH:30][CH:29]=[CH:28][C:27]=3[NH:32][CH2:33][CH2:34][O:35][CH2:36][CH2:37][CH2:38][O:39][CH2:40][C:41]([O:43]C)=[O:42])(=[O:25])=[O:24])=[O:21])[CH2:17][C@H:16]2[CH:18]=[CH2:19])[CH2:11][C@@H:10]([O:46][C:47]([N:49]2[CH2:57][C:56]3[C:51](=[CH:52][CH:53]=[CH:54][C:55]=3[F:58])[CH2:50]2)=[O:48])[CH2:9]1)=[O:7])([CH3:4])([CH3:3])[CH3:2].[Li+].[OH-], predict the reaction product. The product is: [C:1]([O:5][C:6]([N:8]1[C@H:12]([C:13](=[O:45])[NH:14][C@:15]2([C:20]([NH:22][S:23]([C:26]3[CH:31]=[CH:30][CH:29]=[CH:28][C:27]=3[NH:32][CH2:33][CH2:34][O:35][CH2:36][CH2:37][CH2:38][O:39][CH2:40][C:41]([OH:43])=[O:42])(=[O:25])=[O:24])=[O:21])[CH2:17][C@H:16]2[CH:18]=[CH2:19])[CH2:11][C@@H:10]([O:46][C:47]([N:49]2[CH2:57][C:56]3[C:51](=[CH:52][CH:53]=[CH:54][C:55]=3[F:58])[CH2:50]2)=[O:48])[CH2:9]1)=[O:7])([CH3:2])([CH3:3])[CH3:4]. (5) Given the reactants [CH2:1]([O:8][C:9]1[C:18]2[C:13](=[CH:14][CH:15]=[CH:16][CH:17]=2)[CH:12]=[C:11]([C:19](OC)=[O:20])[N:10]=1)[C:2]1[CH:7]=[CH:6][CH:5]=[CH:4][CH:3]=1.[BH4-].[Na+].O1CCCC1.[Cl-].[NH4+], predict the reaction product. The product is: [CH2:1]([O:8][C:9]1[C:18]2[C:13](=[CH:14][CH:15]=[CH:16][CH:17]=2)[CH:12]=[C:11]([CH2:19][OH:20])[N:10]=1)[C:2]1[CH:3]=[CH:4][CH:5]=[CH:6][CH:7]=1. (6) Given the reactants [CH:1]1([NH:7][C:8]2[C:13]([C:14](O)=[O:15])=[CH:12][N:11]=[C:10]3[NH:17][CH:18]=[CH:19][C:9]=23)[CH2:6][CH2:5][CH2:4][CH2:3][CH2:2]1.O[N:21]1C2C=CC=CC=2N=N1.CN(C)CCCN=C=NCC.[Cl-].[NH4+], predict the reaction product. The product is: [CH:1]1([NH:7][C:8]2[C:13]([C:14]([NH2:21])=[O:15])=[CH:12][N:11]=[C:10]3[NH:17][CH:18]=[CH:19][C:9]=23)[CH2:6][CH2:5][CH2:4][CH2:3][CH2:2]1. (7) The product is: [Cl:1][C:2]1[CH:7]=[C:6]([N:8]([NH:37][C:38]#[N:39])[CH2:9][S:10][CH3:41])[CH:5]=[C:4]([C:11]([F:14])([F:12])[F:13])[C:3]=1[C:15]1[CH:20]=[CH:19][C:18]([S:21]([CH2:24][C@@H:25]2[CH2:29][CH2:28][CH2:27][N:26]2[C:30]([O:32][C:33]([CH3:36])([CH3:35])[CH3:34])=[O:31])(=[O:23])=[O:22])=[CH:17][CH:16]=1. Given the reactants [Cl:1][C:2]1[CH:7]=[C:6]([N:8]=[C:9]=[S:10])[CH:5]=[C:4]([C:11]([F:14])([F:13])[F:12])[C:3]=1[C:15]1[CH:20]=[CH:19][C:18]([S:21]([CH2:24][C@@H:25]2[CH2:29][CH2:28][CH2:27][N:26]2[C:30]([O:32][C:33]([CH3:36])([CH3:35])[CH3:34])=[O:31])(=[O:23])=[O:22])=[CH:17][CH:16]=1.[N:37]#[C:38][NH2:39].[Na].[CH3:41]I, predict the reaction product.